From a dataset of Forward reaction prediction with 1.9M reactions from USPTO patents (1976-2016). Predict the product of the given reaction. Given the reactants [CH:1]1([C:4]2[C:5]([NH:24][S:25]([CH3:28])(=[O:27])=[O:26])=[CH:6][C:7]3[O:11][C:10]([C:12]4[CH:17]=[CH:16][C:15]([F:18])=[CH:14][CH:13]=4)=[C:9]([C:19]([NH:21][CH3:22])=[O:20])[C:8]=3[CH:23]=2)[CH2:3][CH2:2]1.F[C:30]1[CH:35]=[CH:34][C:33]([N+:36]([O-:38])=[O:37])=[C:32]([C:39]([F:42])([F:41])[F:40])[CH:31]=1.C([O-])([O-])=O.[K+].[K+], predict the reaction product. The product is: [CH:1]1([C:4]2[C:5]([N:24]([C:30]3[CH:35]=[CH:34][C:33]([N+:36]([O-:38])=[O:37])=[C:32]([C:39]([F:40])([F:42])[F:41])[CH:31]=3)[S:25]([CH3:28])(=[O:27])=[O:26])=[CH:6][C:7]3[O:11][C:10]([C:12]4[CH:17]=[CH:16][C:15]([F:18])=[CH:14][CH:13]=4)=[C:9]([C:19]([NH:21][CH3:22])=[O:20])[C:8]=3[CH:23]=2)[CH2:3][CH2:2]1.